This data is from Forward reaction prediction with 1.9M reactions from USPTO patents (1976-2016). The task is: Predict the product of the given reaction. Given the reactants [NH2:1][C:2]1[CH:10]=[CH:9][C:5]([C:6]([OH:8])=[O:7])=[CH:4][N:3]=1.Cl.[CH3:12]O, predict the reaction product. The product is: [CH3:12][O:7][C:6](=[O:8])[C:5]1[CH:9]=[CH:10][C:2]([NH2:1])=[N:3][CH:4]=1.